Dataset: Forward reaction prediction with 1.9M reactions from USPTO patents (1976-2016). Task: Predict the product of the given reaction. (1) Given the reactants Cl[C:2]1[N:7]=[C:6]([NH:8][CH3:9])[C:5]([N+:10]([O-:12])=[O:11])=[CH:4][N:3]=1.[NH2:13][C:14]1[CH:26]=[CH:25][C:17]([C:18]([N:20]([CH2:23][CH3:24])[CH2:21][CH3:22])=[O:19])=[CH:16][CH:15]=1, predict the reaction product. The product is: [CH2:23]([N:20]([CH2:21][CH3:22])[C:18]([C:17]1[CH:25]=[CH:26][C:14]([NH:13][C:2]2[N:7]=[C:6]([NH:8][CH3:9])[C:5]([N+:10]([O-:12])=[O:11])=[CH:4][N:3]=2)=[CH:15][CH:16]=1)=[O:19])[CH3:24]. (2) Given the reactants [F:1][C:2]1[CH:3]=[C:4]([NH:8][C:9]([C:11]2[NH:12][C:13]3[C:18]([CH:19]=2)=[CH:17][C:16]([C:20]2[CH:21]=[N:22][CH:23]=[CH:24][CH:25]=2)=[CH:15][CH:14]=3)=[O:10])[CH:5]=[CH:6][CH:7]=1.Br[CH:27]([CH3:29])[CH3:28], predict the reaction product. The product is: [F:1][C:2]1[CH:3]=[C:4]([NH:8][C:9]([C:11]2[NH:12][C:13]3[C:18]([CH:19]=2)=[CH:17][C:16]([CH:20]2[CH2:25][CH2:24][CH2:23][N:22]([CH:27]([CH3:29])[CH3:28])[CH2:21]2)=[CH:15][CH:14]=3)=[O:10])[CH:5]=[CH:6][CH:7]=1. (3) Given the reactants C(OC([N:8]1[C:16]2[C:11](=[CH:12][C:13]([O:17][CH2:18][CH:19]([CH3:29])[CH2:20][C:21]3[CH:26]=[CH:25][C:24]([F:27])=[CH:23][C:22]=3[F:28])=[CH:14][CH:15]=2)[CH2:10][CH2:9]1)=O)(C)(C)C.[ClH:30].O1CCOCC1, predict the reaction product. The product is: [ClH:30].[F:28][C:22]1[CH:23]=[C:24]([F:27])[CH:25]=[CH:26][C:21]=1[CH2:20][CH:19]([CH3:29])[CH2:18][O:17][C:13]1[CH:12]=[C:11]2[C:16](=[CH:15][CH:14]=1)[NH:8][CH2:9][CH2:10]2. (4) Given the reactants [CH3:1][S:2]([C:5]1[CH:6]=[CH:7][C:8]([C@@H:11]([OH:21])[C@H:12]([NH:15][C:16]([CH:18]([Cl:20])[Cl:19])=[O:17])[CH2:13][F:14])=[CH:9][CH:10]=1)(=[O:4])=[O:3].[C:22]1(=[O:32])[O:27][C:25](=[O:26])[C:24]2=[CH:28][CH:29]=[CH:30][CH:31]=[C:23]12.C(N(CC)CC)C.[OH2:40], predict the reaction product. The product is: [CH3:1][S:2]([C:5]1[CH:6]=[CH:7][C:8]([C@@H:11]([OH:21])[C@H:12]([NH:15][C:16]([CH:18]([Cl:20])[Cl:19])=[O:17])[CH2:13][F:14])=[CH:9][CH:10]=1)(=[O:4])=[O:3].[C:25]([O-:27])(=[O:26])[C:24]1[C:23](=[CH:31][CH:30]=[CH:29][CH:28]=1)[C:22]([O-:32])=[O:40]. (5) Given the reactants [NH:1]1[C:9]2[C:4](=[CH:5][CH:6]=[CH:7][CH:8]=2)[C:3]2([CH2:13][O:12][C:11]3[CH:14]=[C:15]4[C:19](=[CH:20][C:10]2=3)[CH2:18][CH2:17][O:16]4)[C:2]1=[O:21].CC1C2C=C3C4(C5C(=CC=CC=5)NC4=O)COC3=CC=2ON=1.Br[CH2:45][C:46]1[CH:55]=[CH:54][CH:53]=[CH:52][C:47]=1[C:48]([O:50][CH3:51])=[O:49].BrCC1OC(C(F)(F)F)=CC=1, predict the reaction product. The product is: [O:21]=[C:2]1[C:3]2([CH2:13][O:12][C:11]3[CH:14]=[C:15]4[C:19](=[CH:20][C:10]2=3)[CH2:18][CH2:17][O:16]4)[C:4]2[C:9](=[CH:8][CH:7]=[CH:6][CH:5]=2)[N:1]1[CH2:45][C:46]1[CH:55]=[CH:54][CH:53]=[CH:52][C:47]=1[C:48]([O:50][CH3:51])=[O:49].